This data is from Forward reaction prediction with 1.9M reactions from USPTO patents (1976-2016). The task is: Predict the product of the given reaction. (1) Given the reactants C([O:5][C:6](=[O:18])[CH2:7][O:8][C:9]1[CH:14]=[CH:13][C:12]([Cl:15])=[CH:11][C:10]=1[C:16]#[CH:17])(C)(C)C.Br[C:20]1[CH:25]=[CH:24][CH:23]=[CH:22][N:21]=1, predict the reaction product. The product is: [Cl:15][C:12]1[CH:13]=[CH:14][C:9]([O:8][CH2:7][C:6]([OH:5])=[O:18])=[C:10]([C:16]#[C:17][C:20]2[CH:25]=[CH:24][CH:23]=[CH:22][N:21]=2)[CH:11]=1. (2) Given the reactants [NH2:1][C@@H:2]1[CH2:11][C@@H:10]2[C@:5]([CH3:14])([CH2:6][CH2:7][CH2:8][C:9]2([CH3:13])[CH3:12])[C@@H:4]([C:15]([C:17]2[CH:18]=[C:19]([OH:24])[CH:20]=[C:21]([OH:23])[CH:22]=2)=[O:16])[C@@H:3]1[CH3:25].[NH:26]1[CH:30]=[CH:29][N:28]=[C:27]1[CH:31]=O.[BH4-].[Na+], predict the reaction product. The product is: [NH:26]1[CH:30]=[CH:29][N:28]=[C:27]1[CH2:31][NH:1][C@@H:2]1[CH2:11][C@@H:10]2[C@:5]([CH3:14])([CH2:6][CH2:7][CH2:8][C:9]2([CH3:13])[CH3:12])[C@@H:4]([C:15]([C:17]2[CH:22]=[C:21]([OH:23])[CH:20]=[C:19]([OH:24])[CH:18]=2)=[O:16])[C@@H:3]1[CH3:25]. (3) Given the reactants [C:1]([N:5]1[C:9]2[CH:10]=[CH:11][CH:12]=[CH:13][C:8]=2[O:7][C:6]1=[O:14])(=[O:4])[CH2:2][CH3:3].[CH:15]([CH:17]=[CH2:18])=[O:16], predict the reaction product. The product is: [CH3:3][C@H:2]([C@@H:15]([OH:16])[CH:17]=[CH2:18])[C:1]([N:5]1[C:9]2[CH:10]=[CH:11][CH:12]=[CH:13][C:8]=2[O:7][C:6]1=[O:14])=[O:4]. (4) Given the reactants F[C:2]1[CH:24]=[CH:23][C:5]([O:6][C:7]2[C:16](=[O:17])[C:15]3[C:10](=[CH:11][C:12]([OH:18])=[CH:13][CH:14]=3)[O:9][C:8]=2[C:19]([F:22])([F:21])[F:20])=[CH:4][C:3]=1[N+:25]([O-:27])=[O:26].C(OC(C(F)(F)F)=O)(C(F)(F)F)=[O:29], predict the reaction product. The product is: [OH:18][C:12]1[CH:11]=[C:10]2[C:15]([C:16](=[O:17])[C:7]([O:6][C:5]3[CH:23]=[CH:24][C:2]([OH:29])=[C:3]([N+:25]([O-:27])=[O:26])[CH:4]=3)=[C:8]([C:19]([F:22])([F:20])[F:21])[O:9]2)=[CH:14][CH:13]=1.